Dataset: Reaction yield outcomes from USPTO patents with 853,638 reactions. Task: Predict the reaction yield, written as a fraction of the theoretical maximum amount of product (1.0 means a 100% yield; for example, 0.34 means a 34% yield). (1) The reactants are CNN.[C:4]1([CH3:31])[CH:9]=[CH:8][C:7]([S:10]([N:13]2[CH:17]=[CH:16][N:15]=[C:14]2[CH2:18][O:19][N:20]2C(=O)C3C(=CC=CC=3)C2=O)(=[O:12])=[O:11])=[CH:6][CH:5]=1. The catalyst is ClCCl. The product is [C:4]1([CH3:31])[CH:5]=[CH:6][C:7]([S:10]([N:13]2[CH:17]=[CH:16][N:15]=[C:14]2[CH2:18][O:19][NH2:20])(=[O:12])=[O:11])=[CH:8][CH:9]=1. The yield is 1.14. (2) The reactants are CC[N:3](C(C)C)[CH:4]([CH3:6])[CH3:5].[NH2:10][C:11]1[S:12][CH:13]=[C:14]2[C:19]=1[C:18](=[O:20])[N:17]([C:21]1[CH:26]=[CH:25][C:24]([Cl:27])=[CH:23][CH:22]=1)[N:16]=[C:15]2[C:28](O)=[O:29].C(N)(C)C.CN([P+](ON1N=NC2C=CC=CC1=2)(N(C)C)N(C)C)C.F[P-](F)(F)(F)(F)F. The catalyst is CS(C)=O.O. The product is [NH2:10][C:11]1[S:12][CH:13]=[C:14]2[C:19]=1[C:18](=[O:20])[N:17]([C:21]1[CH:22]=[CH:23][C:24]([Cl:27])=[CH:25][CH:26]=1)[N:16]=[C:15]2[C:28]([NH:3][CH:4]([CH3:6])[CH3:5])=[O:29]. The yield is 0.890. (3) The reactants are [S:1](Cl)(Cl)=O.[Cl:5][C:6]1[CH:11]=[CH:10][C:9]([CH2:12][CH2:13][CH:14](O)[CH2:15][N:16]2[CH:20]=[CH:19][N:18]=[CH:17]2)=[CH:8][CH:7]=1.[Cl:22][C:23]1[CH:28]=C[C:26](CCC(Cl)CN2C=CN=C2)=[CH:25][CH:24]=1.Cl[CH2:40][Cl:41]. The catalyst is ClCCCl.CN(C)C=O.ClC1C=CC=CC=1.C1(C)C=CC=CC=1. The product is [Cl:5][C:6]1[CH:11]=[CH:10][C:9]([CH2:12][CH2:13][CH:14]([S:1][C:28]2[C:23]([Cl:22])=[CH:24][CH:25]=[CH:26][C:40]=2[Cl:41])[CH2:15][N:16]2[CH:20]=[CH:19][N:18]=[CH:17]2)=[CH:8][CH:7]=1. The yield is 1.00. (4) The reactants are FC(F)(F)C1C=CC(CBr)=CC=1.Br[CH2:14][CH:15]1[CH2:17][CH2:16]1.[CH3:18][C:19]1[N:20]=[C:21]([N:29]2[CH2:34][CH2:33][CH2:32][NH:31][C:30]2=[O:35])[S:22][C:23]=1[C:24]([O:26][CH2:27][CH3:28])=[O:25]. No catalyst specified. The product is [CH:17]1([CH2:16][N:31]2[CH2:32][CH2:33][CH2:34][N:29]([C:21]3[S:22][C:23]([C:24]([O:26][CH2:27][CH3:28])=[O:25])=[C:19]([CH3:18])[N:20]=3)[C:30]2=[O:35])[CH2:15][CH2:14]1. The yield is 1.00. (5) The reactants are [N:1]1([C:6]2[CH:13]=[CH:12][CH:11]=[CH:10][C:7]=2[CH:8]=[O:9])[CH:5]=[CH:4][CH:3]=[N:2]1.[F:14][C:15]([Si](C)(C)C)([F:17])[F:16]. The catalyst is C1COCC1.[F-].C([N+](CCCC)(CCCC)CCCC)CCC. The product is [F:14][C:15]([F:17])([F:16])[CH:8]([C:7]1[CH:10]=[CH:11][CH:12]=[CH:13][C:6]=1[N:1]1[CH:5]=[CH:4][CH:3]=[N:2]1)[OH:9]. The yield is 0.930.